This data is from Forward reaction prediction with 1.9M reactions from USPTO patents (1976-2016). The task is: Predict the product of the given reaction. (1) The product is: [NH2:35][C:33](=[O:34])[CH2:32][N:13]1[CH:12]([NH:11][S:8]([C:5]2[CH:4]=[CH:3][C:2]([CH3:1])=[CH:7][CH:6]=2)(=[O:9])=[O:10])[CH:21]=[CH:20][C:15]([C:16]([O:18][CH3:19])=[O:17])=[CH:14]1. Given the reactants [CH3:1][C:2]1[CH:7]=[CH:6][C:5]([S:8]([NH:11][C:12]2[CH:21]=[CH:20][C:15]([C:16]([O:18][CH3:19])=[O:17])=[CH:14][N:13]=2)(=[O:10])=[O:9])=[CH:4][CH:3]=1.CCN(C(C)C)C(C)C.Br[CH2:32][C:33]([NH2:35])=[O:34].O, predict the reaction product. (2) Given the reactants [NH2:1][C:2]1[CH:7]=[CH:6][CH:5]=[C:4]([Cl:8])[C:3]=1[C:9]([C:11]1[CH:16]=[CH:15][CH:14]=[C:13]([O:17][CH3:18])[C:12]=1[O:19][CH3:20])=[O:10].[BH4-].[Na+], predict the reaction product. The product is: [NH2:1][C:2]1[CH:7]=[CH:6][CH:5]=[C:4]([Cl:8])[C:3]=1[CH:9]([C:11]1[CH:16]=[CH:15][CH:14]=[C:13]([O:17][CH3:18])[C:12]=1[O:19][CH3:20])[OH:10].